This data is from Full USPTO retrosynthesis dataset with 1.9M reactions from patents (1976-2016). The task is: Predict the reactants needed to synthesize the given product. (1) The reactants are: [C:1]([C:3]1[CH:4]=[N:5][N:6]2[C:11]([C:12]([F:15])([F:14])[F:13])=[CH:10][C:9]([C:16]3[CH:21]=[CH:20][C:19]([C:22]([F:25])([F:24])[F:23])=[CH:18][CH:17]=3)=[N:8][C:7]=12)#[CH:2].Br[C:27]1[CH:28]=[C:29]([S:33]([NH:36][C:37]([CH3:40])([CH3:39])[CH3:38])(=[O:35])=[O:34])[CH:30]=[CH:31][CH:32]=1. Given the product [C:37]([NH:36][S:33]([C:29]1[CH:30]=[CH:31][CH:32]=[C:27]([C:2]#[C:1][C:3]2[CH:4]=[N:5][N:6]3[C:11]([C:12]([F:14])([F:13])[F:15])=[CH:10][C:9]([C:16]4[CH:21]=[CH:20][C:19]([C:22]([F:25])([F:24])[F:23])=[CH:18][CH:17]=4)=[N:8][C:7]=23)[CH:28]=1)(=[O:35])=[O:34])([CH3:40])([CH3:38])[CH3:39], predict the reactants needed to synthesize it. (2) Given the product [CH:1]1([C:4]2[C:5]([O:14][CH2:15][C@H:16]3[CH2:17][CH2:18][C@H:19]([C:22]([F:25])([F:23])[F:24])[CH2:20][CH2:21]3)=[CH:6][C:7]([F:13])=[C:8]([CH:12]=2)[C:9]([NH:40][S:37]([CH:34]2[CH2:36][CH2:35]2)(=[O:39])=[O:38])=[O:11])[CH2:3][CH2:2]1, predict the reactants needed to synthesize it. The reactants are: [CH:1]1([C:4]2[C:5]([O:14][CH2:15][C@H:16]3[CH2:21][CH2:20][C@H:19]([C:22]([F:25])([F:24])[F:23])[CH2:18][CH2:17]3)=[CH:6][C:7]([F:13])=[C:8]([CH:12]=2)[C:9]([OH:11])=O)[CH2:3][CH2:2]1.N1(S(N)(=O)=O)CCC1.[CH:34]1([S:37]([NH2:40])(=[O:39])=[O:38])[CH2:36][CH2:35]1. (3) Given the product [CH3:1][O:2][C:3]1[C:4]([C:20]2[C:19]([CH3:18])=[CH:28][C:27]3[C:26]([CH3:30])([CH3:29])[CH2:25][CH2:24][C:23]([CH3:32])([CH3:31])[C:22]=3[CH:21]=2)=[C:5]([CH:8]=[CH:9][CH:10]=1)[CH:6]=[O:7], predict the reactants needed to synthesize it. The reactants are: [CH3:1][O:2][C:3]1[C:4](S(C(F)(F)F)(=O)=O)=[C:5]([CH:8]=[CH:9][CH:10]=1)[CH:6]=[O:7].[CH3:18][C:19]1[C:20](B(O)O)=[CH:21][C:22]2[C:23]([CH3:32])([CH3:31])[CH2:24][CH2:25][C:26]([CH3:30])([CH3:29])[C:27]=2[CH:28]=1.C(=O)([O-])[O-].[K+].[K+]. (4) Given the product [NH2:39][C:40]1([C:44]2[CH:45]=[CH:46][C:47]([C:50]3[C:51]([C:65]4[CH:66]=[CH:67][CH:68]=[CH:69][CH:70]=4)=[CH:52][C:53]4[N:58]([CH:59]([CH3:60])[C:61]#[N:62])[C:57](=[O:63])[CH2:56][O:55][C:54]=4[N:64]=3)=[CH:48][CH:49]=2)[CH2:41][CH2:42][CH2:43]1, predict the reactants needed to synthesize it. The reactants are: NC1(C2C=CC(C3C(C4C=CC=CC=4)=CC4N(CCC#N)C(=O)COC=4N=3)=CC=2)CCC1.C(OC(=O)[NH:39][C:40]1([C:44]2[CH:49]=[CH:48][C:47]([C:50]3[C:51]([C:65]4[CH:70]=[CH:69][CH:68]=[CH:67][CH:66]=4)=[CH:52][C:53]4[N:58]([CH:59]([C:61]#[N:62])[CH3:60])[C:57](=[O:63])[CH2:56][O:55][C:54]=4[N:64]=3)=[CH:46][CH:45]=2)[CH2:43][CH2:42][CH2:41]1)(C)(C)C.